From a dataset of Forward reaction prediction with 1.9M reactions from USPTO patents (1976-2016). Predict the product of the given reaction. (1) Given the reactants [O:1]([C:3](C)(C)C)[Na].[NH2:7][C:8]1[CH:15]=[CH:14][C:11]([CH:12]=[CH2:13])=[CH:10][CH:9]=1.I[C:17]1[CH:22]=[CH:21][C:20]([O:23][CH3:24])=[CH:19][CH:18]=1.[C:25]1(C)[CH:30]=[CH:29][CH:28]=[CH:27][CH:26]=1.C[CH2:33][O:34][C:35]([CH3:37])=O.[CH3:38][CH2:39][CH2:40][CH2:41]CC, predict the reaction product. The product is: [CH3:24][O:23][C:20]1[CH:21]=[CH:22][C:17]([N:7]([C:28]2[CH:27]=[CH:26][C:25]([O:1][CH3:3])=[CH:30][CH:29]=2)[C:8]2[CH:15]=[CH:14][C:11]([CH:12]=[CH:13][C:40]3[CH:41]=[CH:37][C:35]([O:34][CH3:33])=[CH:38][CH:39]=3)=[CH:10][CH:9]=2)=[CH:18][CH:19]=1. (2) Given the reactants [C:1]([O:5][C:6]([NH:8][C:9]1[N:14]=[CH:13][C:12]([C:15]2[C:24]([N:25]([CH:27]([CH3:29])[CH3:28])[CH3:26])=[N:23][C:22]3[C:17](=[CH:18][CH:19]=[C:20]([C:30]([O:32]C)=[O:31])[CH:21]=3)[N:16]=2)=[CH:11][CH:10]=1)=[O:7])([CH3:4])([CH3:3])[CH3:2].[OH-].[Na+].O, predict the reaction product. The product is: [C:1]([O:5][C:6]([NH:8][C:9]1[N:14]=[CH:13][C:12]([C:15]2[C:24]([N:25]([CH:27]([CH3:28])[CH3:29])[CH3:26])=[N:23][C:22]3[C:17](=[CH:18][CH:19]=[C:20]([C:30]([OH:32])=[O:31])[CH:21]=3)[N:16]=2)=[CH:11][CH:10]=1)=[O:7])([CH3:2])([CH3:4])[CH3:3]. (3) Given the reactants N12[CH2:8][CH2:7][CH:4](CC1)[C@@H:3]([O:9][C:10](=[O:26])[C@H:11]([NH:18][C:19]1[CH:24]=[CH:23][C:22]([F:25])=[CH:21][CH:20]=1)[C:12]1[CH:17]=[CH:16][CH:15]=[CH:14][CH:13]=1)C2.[Cl:27][CH2:28][C:29]([C:31]1[S:32][CH:33]=[CH:34][CH:35]=1)=[O:30], predict the reaction product. The product is: [Cl-:27].[F:25][C:22]1[CH:21]=[CH:20][C:19]([NH:18][CH:11]([C:12]2[CH:13]=[CH:14][CH:15]=[CH:16][CH:17]=2)[C:10](=[O:26])[O:9][C@@H:3]2[CH2:4][CH:7]3[CH2:8][CH2:19][N+:18]2([CH2:28][C:29](=[O:30])[C:31]2[S:32][CH:33]=[CH:34][CH:35]=2)[CH2:11][CH2:10]3)=[CH:24][CH:23]=1. (4) Given the reactants Cl[C:2]1[N:7]2[N:8]=[C:9]([CH3:11])[N:10]=[C:6]2[C:5]2[CH:12]=[C:13]([Cl:16])[CH:14]=[N:15][C:4]=2[N:3]=1.[N:17]1([C:23]([O:25][C:26]([CH3:29])([CH3:28])[CH3:27])=[O:24])[CH2:22][CH2:21][NH:20][CH2:19][CH2:18]1, predict the reaction product. The product is: [Cl:16][C:13]1[CH:14]=[N:15][C:4]2[N:3]=[C:2]([N:20]3[CH2:19][CH2:18][N:17]([C:23]([O:25][C:26]([CH3:29])([CH3:28])[CH3:27])=[O:24])[CH2:22][CH2:21]3)[N:7]3[N:8]=[C:9]([CH3:11])[N:10]=[C:6]3[C:5]=2[CH:12]=1. (5) The product is: [CH3:1][O:2][C:3]1[CH:8]=[CH:7][C:6]([CH:9]=[CH:10][C:11]2[N:12]=[C:13]([C:25]#[N:26])[CH:14]=[CH:15][CH:16]=2)=[CH:5][CH:4]=1. Given the reactants [CH3:1][O:2][C:3]1[CH:8]=[CH:7][C:6]([CH:9]=[CH:10][C:11]2[CH:16]=[CH:15][CH:14]=[CH:13][N+:12]=2[O-])=[CH:5][CH:4]=1.COS(OC)(=O)=O.[C-:25]#[N:26].[Na+], predict the reaction product. (6) Given the reactants [Si:1]([O:18][CH2:19][CH2:20][CH2:21][CH:22](O)[CH2:23][CH3:24])([C:14]([CH3:17])([CH3:16])[CH3:15])([C:8]1[CH:13]=[CH:12][CH:11]=[CH:10][CH:9]=1)[C:2]1[CH:7]=[CH:6][CH:5]=[CH:4][CH:3]=1.[C:26]1(=[O:36])[NH:30][C:29](=[O:31])[C:28]2=[CH:32][CH:33]=[CH:34][CH:35]=[C:27]12.C1C=CC(P(C2C=CC=CC=2)C2C=CC=CC=2)=CC=1.CCOC(/N=N/C(OCC)=O)=O, predict the reaction product. The product is: [Si:1]([O:18][CH2:19][CH2:20][CH2:21][CH:22]([N:30]1[C:26](=[O:36])[C:27]2[C:28](=[CH:32][CH:33]=[CH:34][CH:35]=2)[C:29]1=[O:31])[CH2:23][CH3:24])([C:14]([CH3:15])([CH3:17])[CH3:16])([C:2]1[CH:7]=[CH:6][CH:5]=[CH:4][CH:3]=1)[C:8]1[CH:9]=[CH:10][CH:11]=[CH:12][CH:13]=1. (7) Given the reactants [N:1]1([C:5]2[N:10]=[CH:9][C:8]([NH2:11])=[CH:7][CH:6]=2)[CH2:4][CH2:3][CH2:2]1.N1C=CC=CC=1.Cl[C:19]([O:21][C:22]1[CH:27]=[CH:26][CH:25]=[CH:24][CH:23]=1)=[O:20], predict the reaction product. The product is: [N:1]1([C:5]2[N:10]=[CH:9][C:8]([NH:11][C:19](=[O:20])[O:21][C:22]3[CH:27]=[CH:26][CH:25]=[CH:24][CH:23]=3)=[CH:7][CH:6]=2)[CH2:4][CH2:3][CH2:2]1.